From a dataset of TCR-epitope binding with 47,182 pairs between 192 epitopes and 23,139 TCRs. Binary Classification. Given a T-cell receptor sequence (or CDR3 region) and an epitope sequence, predict whether binding occurs between them. (1) The epitope is CTELKLSDY. The TCR CDR3 sequence is CATVGGIDQPQHF. Result: 1 (the TCR binds to the epitope). (2) The epitope is RQLLFVVEV. The TCR CDR3 sequence is CASSSEGNQETQYF. Result: 1 (the TCR binds to the epitope). (3) The epitope is YEGNSPFHPL. The TCR CDR3 sequence is CATSDRSQGVNTGELFF. Result: 0 (the TCR does not bind to the epitope). (4) The epitope is RPHERNGFTVL. The TCR CDR3 sequence is CASSATFNDNEKLFF. Result: 0 (the TCR does not bind to the epitope). (5) The epitope is IVTDFSVIK. The TCR CDR3 sequence is CASSLSGQPQHF. Result: 1 (the TCR binds to the epitope).